From a dataset of Forward reaction prediction with 1.9M reactions from USPTO patents (1976-2016). Predict the product of the given reaction. (1) Given the reactants [F:1][C:2]1[N:7]2[CH:8]=[C:9]([CH2:11][N:12]([C@H](C3C=CC(OC)=CC=3)C)[C@@H:13]3[C:22]4[N:21]=[CH:20][CH:19]=[CH:18][C:17]=4[CH2:16][CH2:15][CH2:14]3)[N:10]=[C:6]2[CH:5]=[CH:4][CH:3]=1, predict the reaction product. The product is: [F:1][C:2]1[N:7]2[CH:8]=[C:9]([CH2:11][NH:12][C@@H:13]3[C:22]4[N:21]=[CH:20][CH:19]=[CH:18][C:17]=4[CH2:16][CH2:15][CH2:14]3)[N:10]=[C:6]2[CH:5]=[CH:4][CH:3]=1. (2) Given the reactants [NH:1]1[C:9]2[C:4](=[CH:5][CH:6]=[C:7]([C@@H:10]3[O:39][C@H:38]([CH2:40][O:41][CH2:42][C:43]4[CH:48]=[CH:47][CH:46]=[CH:45][CH:44]=4)[C@@H:29]([O:30][CH2:31][C:32]4[CH:37]=[CH:36][CH:35]=[CH:34][CH:33]=4)[C@H:20]([O:21][CH2:22][C:23]4[CH:28]=[CH:27][CH:26]=[CH:25][CH:24]=4)[C@H:11]3[O:12][CH2:13][C:14]3[CH:19]=[CH:18][CH:17]=[CH:16][CH:15]=3)[CH:8]=2)[CH:3]=[CH:2]1.[H-].[Na+].[CH3:51][C:52]1[CH:59]=[CH:58][C:55]([CH2:56]Cl)=[CH:54][CH:53]=1.O, predict the reaction product. The product is: [CH3:51][C:52]1[CH:59]=[CH:58][C:55]([CH2:56][N:1]2[C:9]3[C:4](=[CH:5][CH:6]=[C:7]([C@@H:10]4[O:39][C@H:38]([CH2:40][O:41][CH2:42][C:43]5[CH:44]=[CH:45][CH:46]=[CH:47][CH:48]=5)[C@@H:29]([O:30][CH2:31][C:32]5[CH:33]=[CH:34][CH:35]=[CH:36][CH:37]=5)[C@H:20]([O:21][CH2:22][C:23]5[CH:28]=[CH:27][CH:26]=[CH:25][CH:24]=5)[C@H:11]4[O:12][CH2:13][C:14]4[CH:19]=[CH:18][CH:17]=[CH:16][CH:15]=4)[CH:8]=3)[CH:3]=[CH:2]2)=[CH:54][CH:53]=1.